Dataset: Reaction yield outcomes from USPTO patents with 853,638 reactions. Task: Predict the reaction yield, written as a fraction of the theoretical maximum amount of product (1.0 means a 100% yield; for example, 0.34 means a 34% yield). (1) The reactants are [C:1]([C:3]1([C:6]2[CH:7]=[C:8]([CH:12]=[CH:13][CH:14]=2)[C:9]([OH:11])=O)[CH2:5][CH2:4]1)#[N:2].C(Cl)(=O)C(Cl)=O.[NH2:21][C:22]1[CH:23]=[C:24]([CH:39]=[CH:40][CH:41]=1)[O:25][C:26]1[CH:27]=[CH:28][C:29]2[N:30]([CH:32]=[C:33]([NH:35][C:36](=[O:38])[CH3:37])[N:34]=2)[N:31]=1.C(=O)([O-])O.[Na+]. The catalyst is O1CCCC1.CN(C)C=O.CN1CCCC1=O. The product is [C:36]([NH:35][C:33]1[N:34]=[C:29]2[CH:28]=[CH:27][C:26]([O:25][C:24]3[CH:23]=[C:22]([NH:21][C:9](=[O:11])[C:8]4[CH:12]=[CH:13][CH:14]=[C:6]([C:3]5([C:1]#[N:2])[CH2:4][CH2:5]5)[CH:7]=4)[CH:41]=[CH:40][CH:39]=3)=[N:31][N:30]2[CH:32]=1)(=[O:38])[CH3:37]. The yield is 0.750. (2) The catalyst is C1(P(C2C=CC=CC=2)[C-]2C=CC=C2)C=CC=CC=1.[C-]1(P(C2C=CC=CC=2)C2C=CC=CC=2)C=CC=C1.[Fe+2]. The yield is 0.280. The product is [CH3:34][C:29]1([CH3:35])[C:30]([CH3:33])([CH3:32])[O:31][B:27]([C:7]2[CH2:8][CH2:9][N:10]([C:13]([O:15][C:16]([CH3:19])([CH3:18])[CH3:17])=[O:14])[CH2:11][CH:12]=2)[O:28]1. The reactants are FC(F)(F)S(O[C:7]1[CH2:8][CH2:9][N:10]([C:13]([O:15][C:16]([CH3:19])([CH3:18])[CH3:17])=[O:14])[CH2:11][CH:12]=1)(=O)=O.C([O-])(=O)C.[K+].[B:27]1([B:27]2[O:31][C:30]([CH3:33])([CH3:32])[C:29]([CH3:35])([CH3:34])[O:28]2)[O:31][C:30]([CH3:33])([CH3:32])[C:29]([CH3:35])([CH3:34])[O:28]1. (3) The reactants are Br[Zn][CH2:3][C:4]([O:6][CH2:7][CH3:8])=[O:5].[CH:9]1[CH:13]=[C:12]([CH:14]=[O:15])[O:11][CH:10]=1.Cl.C(OCC)(=O)C. The catalyst is C1COCC1. The product is [O:11]1[CH:10]=[CH:9][CH:13]=[C:12]1[CH:14]([OH:15])[CH2:3][C:4]([O:6][CH2:7][CH3:8])=[O:5]. The yield is 0.910. (4) The reactants are [F:1][C:2]1[CH:3]=[C:4]([C:8]2[N:13]=[CH:12][C:11]([C:14]([OH:16])=O)=[CH:10][N:9]=2)[CH:5]=[CH:6][CH:7]=1.C1C=NC2N(O)N=NC=2C=1.CN(C(ON1N=NC2C=CC=NC1=2)=[N+](C)C)C.F[P-](F)(F)(F)(F)F.[F:51][C:52]1[CH:53]=[C:54]2[C:58](=[CH:59][CH:60]=1)[N:57]([NH2:61])[C:56]([CH3:62])=[CH:55]2.CCN(C(C)C)C(C)C. The catalyst is CN(C=O)C.O.CCOC(C)=O. The product is [F:51][C:52]1[CH:53]=[C:54]2[C:58](=[CH:59][CH:60]=1)[N:57]([NH:61][C:14]([C:11]1[CH:12]=[N:13][C:8]([C:4]3[CH:5]=[CH:6][CH:7]=[C:2]([F:1])[CH:3]=3)=[N:9][CH:10]=1)=[O:16])[C:56]([CH3:62])=[CH:55]2. The yield is 0.470. (5) The reactants are [NH2:1][C:2]1[N:7]=[CH:6][C:5]([N:8]2[CH:14]3[CH2:15][CH2:16][N:11]([CH2:12][CH2:13]3)[CH2:10][C:9]2=[O:17])=[CH:4][CH:3]=1.Cl[C:19]1[N:20]=[CH:21][C:22]2[CH:27]=[C:26]([C:28]([N:30]([CH3:32])[CH3:31])=[O:29])[N:25]([CH:33]3[CH2:37][CH2:36][CH2:35][CH2:34]3)[C:23]=2[N:24]=1. No catalyst specified. The product is [CH:33]1([N:25]2[C:23]3[N:24]=[C:19]([NH:1][C:2]4[CH:3]=[CH:4][C:5]([N:8]5[CH:14]6[CH2:15][CH2:16][N:11]([CH2:12][CH2:13]6)[CH2:10][C:9]5=[O:17])=[CH:6][N:7]=4)[N:20]=[CH:21][C:22]=3[CH:27]=[C:26]2[C:28]([N:30]([CH3:32])[CH3:31])=[O:29])[CH2:34][CH2:35][CH2:36][CH2:37]1. The yield is 0.860.